The task is: Regression. Given two drug SMILES strings and cell line genomic features, predict the synergy score measuring deviation from expected non-interaction effect.. This data is from Merck oncology drug combination screen with 23,052 pairs across 39 cell lines. (1) Drug 1: CN1C(=O)C=CC2(C)C3CCC4(C)C(NC(=O)OCC(F)(F)F)CCC4C3CCC12. Drug 2: CC1(c2nc3c(C(N)=O)cccc3[nH]2)CCCN1. Cell line: HCT116. Synergy scores: synergy=-12.6. (2) Drug 1: COC12C(COC(N)=O)C3=C(C(=O)C(C)=C(N)C3=O)N1CC1NC12. Drug 2: NC(=O)c1cccc2cn(-c3ccc(C4CCCNC4)cc3)nc12. Cell line: PA1. Synergy scores: synergy=1.85. (3) Drug 1: CCC1=CC2CN(C1)Cc1c([nH]c3ccccc13)C(C(=O)OC)(c1cc3c(cc1OC)N(C)C1C(O)(C(=O)OC)C(OC(C)=O)C4(CC)C=CCN5CCC31C54)C2. Drug 2: C#Cc1cccc(Nc2ncnc3cc(OCCOC)c(OCCOC)cc23)c1. Cell line: PA1. Synergy scores: synergy=-21.1. (4) Drug 1: C#Cc1cccc(Nc2ncnc3cc(OCCOC)c(OCCOC)cc23)c1. Drug 2: CCc1cnn2c(NCc3ccc[n+]([O-])c3)cc(N3CCCCC3CCO)nc12. Cell line: PA1. Synergy scores: synergy=-9.80.